The task is: Predict which catalyst facilitates the given reaction.. This data is from Catalyst prediction with 721,799 reactions and 888 catalyst types from USPTO. (1) Reactant: [CH3:1][O:2][C:3]1[CH:4]=[CH:5][CH:6]=[C:7]2[C:11]=1[CH:10]([NH:12][C:13]1[O:14][CH2:15][C:16]3[CH:22]=[C:21]([NH2:23])[CH:20]=[CH:19][C:17]=3[N:18]=1)[CH2:9]C2.[CH3:24][O:25][CH2:26][C:27](Cl)=[O:28].C(OCC)(=[O:32])C. Product: [CH3:24][O:25][CH2:26][C:27]([NH:23][C:21]1[CH:20]=[CH:19][C:17]2[N:18]=[C:13]([NH:12][CH:10]3[C:11]4[C:3]([O:2][CH3:1])=[CH:4][CH:5]=[CH:6][C:7]=4[O:32][CH2:9]3)[O:14][CH2:15][C:16]=2[CH:22]=1)=[O:28]. The catalyst class is: 662. (2) Reactant: [Cl:1][C:2]1[CH:31]=[CH:30][C:5]([O:6][CH:7]2[CH2:12][CH2:11][N:10]([C:13]([C:15]3[CH:20]=[C:19]([CH2:21][NH:22]C(=O)OC(C)(C)C)[CH:18]=[CH:17][N:16]=3)=[O:14])[CH2:9][CH2:8]2)=[CH:4][CH:3]=1.FC(F)(F)C(O)=O. Product: [NH2:22][CH2:21][C:19]1[CH:18]=[CH:17][N:16]=[C:15]([C:13]([N:10]2[CH2:11][CH2:12][CH:7]([O:6][C:5]3[CH:4]=[CH:3][C:2]([Cl:1])=[CH:31][CH:30]=3)[CH2:8][CH2:9]2)=[O:14])[CH:20]=1. The catalyst class is: 4.